This data is from Retrosynthesis with 50K atom-mapped reactions and 10 reaction types from USPTO. The task is: Predict the reactants needed to synthesize the given product. (1) Given the product CC1(C)Cc2c(c(C(=O)Nc3cc(C(F)(F)F)ccc3F)cc3nc(Nc4c(F)cccc4Cl)[nH]c23)O1, predict the reactants needed to synthesize it. The reactants are: CC1(C)Cc2c(c(C(=O)O)cc3nc(Nc4c(F)cccc4Cl)[nH]c23)O1.Nc1cc(C(F)(F)F)ccc1F. (2) Given the product N#Cc1cccnc1-c1cc(-c2cnnc(-c3c(F)cncc3F)c2)ccc1F, predict the reactants needed to synthesize it. The reactants are: C[Sn](C)(C)c1c(F)cncc1F.N#Cc1cccnc1-c1cc(-c2cnnc(Cl)c2)ccc1F. (3) Given the product CCc1[nH]n(C2CCCC2)c2nc(COS(C)(=O)=O)nc(=O)c1-2, predict the reactants needed to synthesize it. The reactants are: CCc1[nH]n(C2CCCC2)c2nc(CO)nc(=O)c1-2.CS(=O)(=O)Cl. (4) Given the product CCc1ccc(C(=O)OC)c(N(C)C)c1, predict the reactants needed to synthesize it. The reactants are: COC(=O)c1ccc(C(C)O)cc1N(C)C. (5) The reactants are: BrCc1ccccc1.O=C(O)[C@@H](O)CC1CCC1. Given the product O=C(OCc1ccccc1)[C@@H](O)CC1CCC1, predict the reactants needed to synthesize it.